From a dataset of Full USPTO retrosynthesis dataset with 1.9M reactions from patents (1976-2016). Predict the reactants needed to synthesize the given product. (1) Given the product [F:11][C:12]1[CH:13]=[CH:14][C:15]([C:18]2[S:22][C:21]([S:23]([N:26]3[CH2:31][CH2:30][N:29]([C:2]([O:4][C:5]4[CH:10]=[CH:9][CH:8]=[CH:7][CH:6]=4)=[O:3])[CH2:28][C@@H:27]3[C:32]([NH:34][O:35][CH:36]3[CH2:41][CH2:40][CH2:39][CH2:38][O:37]3)=[O:33])(=[O:24])=[O:25])=[CH:20][CH:19]=2)=[CH:16][CH:17]=1, predict the reactants needed to synthesize it. The reactants are: Cl[C:2]([O:4][C:5]1[CH:10]=[CH:9][CH:8]=[CH:7][CH:6]=1)=[O:3].[F:11][C:12]1[CH:17]=[CH:16][C:15]([C:18]2[S:22][C:21]([S:23]([N:26]3[CH2:31][CH2:30][NH:29][CH2:28][C@@H:27]3[C:32]([NH:34][O:35][CH:36]3[CH2:41][CH2:40][CH2:39][CH2:38][O:37]3)=[O:33])(=[O:25])=[O:24])=[CH:20][CH:19]=2)=[CH:14][CH:13]=1. (2) The reactants are: O.[OH-].[Li+].[C:4]1([C:11]2[CH:16]=[CH:15][CH:14]=[CH:13][CH:12]=2)[C:5]([NH2:10])=[CH:6][CH:7]=[CH:8][CH:9]=1.[C:17](Br)(=[O:19])[CH3:18]. Given the product [C:4]1([C:11]2[CH:12]=[CH:13][CH:14]=[CH:15][CH:16]=2)[CH:9]=[CH:8][CH:7]=[CH:6][C:5]=1[NH:10][C:17](=[O:19])[CH3:18], predict the reactants needed to synthesize it. (3) Given the product [O:14]1[C:15]2[CH:21]=[CH:20][CH:19]=[CH:18][C:16]=2[N:17]=[C:13]1[C:10]1[CH:11]=[CH:12][C:6]2[N:5]([C:1]([CH3:4])([CH3:2])[CH3:3])[C:22]([CH3:23])=[N:8][C:7]=2[CH:9]=1, predict the reactants needed to synthesize it. The reactants are: [C:1]([NH:5][C:6]1[CH:12]=[CH:11][C:10]([C:13]2[O:14][C:15]3[CH:21]=[CH:20][CH:19]=[CH:18][C:16]=3[N:17]=2)=[CH:9][C:7]=1[NH2:8])([CH3:4])([CH3:3])[CH3:2].[CH:22](=O)[CH3:23].OOS([O-])=O.[K+].C(=O)([O-])[O-].[K+].[K+].